This data is from Forward reaction prediction with 1.9M reactions from USPTO patents (1976-2016). The task is: Predict the product of the given reaction. (1) Given the reactants [Br:1][C:2]1[C:3]([OH:10])=[C:4]([CH:7]=[CH:8][CH:9]=1)[CH:5]=O.CC1(C)O[C:17](=[O:18])[CH2:16][C:14](=[O:15])[O:13]1, predict the reaction product. The product is: [Br:1][C:2]1[CH:9]=[CH:8][CH:7]=[C:4]2[C:3]=1[O:10][C:17](=[O:18])[C:16]([C:14]([OH:15])=[O:13])=[CH:5]2. (2) Given the reactants Cl[CH2:2][C:3](Cl)=[O:4].[CH3:6][C@@H:7]([O:11][C:12]1[CH:21]=[CH:20][CH:19]=[C:18]2[C:13]=1[C:14]([NH:22][C:23]1[CH:28]=[CH:27][C:26]([O:29][C:30]3[CH:31]=[N:32][C:33]([CH3:36])=[CH:34][CH:35]=3)=[C:25]([CH3:37])[CH:24]=1)=[N:15][CH:16]=[N:17]2)[CH2:8][NH:9][CH3:10].C[CH2:39][N:40](C(C)C)[CH:41](C)C.CNC, predict the reaction product. The product is: [CH3:10][N:9]([CH2:8][C@H:7]([O:11][C:12]1[CH:21]=[CH:20][CH:19]=[C:18]2[C:13]=1[C:14]([NH:22][C:23]1[CH:28]=[CH:27][C:26]([O:29][C:30]3[CH:31]=[N:32][C:33]([CH3:36])=[CH:34][CH:35]=3)=[C:25]([CH3:37])[CH:24]=1)=[N:15][CH:16]=[N:17]2)[CH3:6])[C:3](=[O:4])[CH2:2][N:40]([CH3:41])[CH3:39]. (3) Given the reactants [N+:1]([O-:9])([O:3][CH2:4][CH2:5][CH2:6][CH2:7][OH:8])=[O:2].[CH3:10][O:11][C:12]1[CH:13]=[CH:14][C:15]2[S:21][CH2:20][CH2:19][N:18]([CH2:22][C:23]3[CH:31]=[CH:30][C:26]([C:27](O)=[O:28])=[CH:25][CH:24]=3)[CH2:17][C:16]=2[N:32]=1, predict the reaction product. The product is: [CH3:10][O:11][C:12]1[CH:13]=[CH:14][C:15]2[S:21][CH2:20][CH2:19][N:18]([CH2:22][C:23]3[CH:24]=[CH:25][C:26]([C:27]([O:8][CH2:7][CH2:6][CH2:5][CH2:4][O:3][N+:1]([O-:9])=[O:2])=[O:28])=[CH:30][CH:31]=3)[CH2:17][C:16]=2[N:32]=1. (4) Given the reactants Cl.[CH:2]1([C:5](=[NH:7])[NH2:6])[CH2:4][CH2:3]1.O=[C:9]([CH3:15])[CH2:10][C:11](OC)=[O:12].CO[Na], predict the reaction product. The product is: [CH:2]1([C:5]2[N:6]=[C:11]([OH:12])[CH:10]=[C:9]([CH3:15])[N:7]=2)[CH2:4][CH2:3]1. (5) Given the reactants Cl[C:2]1[N:3]=[CH:4][C:5]2[N:6]([CH3:19])[C:7](=[O:18])[C:8]3([CH2:17][CH2:16]3)[CH2:9][N:10]([CH:13]([CH3:15])[CH3:14])[C:11]=2[N:12]=1.[NH2:20][C:21]1[C:35]([Cl:36])=[CH:34][C:24]([C:25]([NH:27][C@@H:28]2[CH2:32][CH2:31][N:30]([CH3:33])[CH2:29]2)=[O:26])=[C:23]([F:37])[CH:22]=1.CC1(C)C2C(=C(P(C3C=CC=CC=3)C3C=CC=CC=3)C=CC=2)OC2C(P(C3C=CC=CC=3)C3C=CC=CC=3)=CC=CC1=2.C(=O)([O-])[O-].[Cs+].[Cs+], predict the reaction product. The product is: [Cl:36][C:35]1[C:21]([NH:20][C:2]2[N:3]=[CH:4][C:5]3[N:6]([CH3:19])[C:7](=[O:18])[C:8]4([CH2:17][CH2:16]4)[CH2:9][N:10]([CH:13]([CH3:15])[CH3:14])[C:11]=3[N:12]=2)=[CH:22][C:23]([F:37])=[C:24]([CH:34]=1)[C:25]([NH:27][C@@H:28]1[CH2:32][CH2:31][N:30]([CH3:33])[CH2:29]1)=[O:26].